Dataset: Experimentally validated miRNA-target interactions with 360,000+ pairs, plus equal number of negative samples. Task: Binary Classification. Given a miRNA mature sequence and a target amino acid sequence, predict their likelihood of interaction. (1) The miRNA is hsa-miR-4282 with sequence UAAAAUUUGCAUCCAGGA. The protein sequence of the target gene is MRQPPGESDMAVSDALLPSFSTFASGPAGREKTLRPAGAPTNRWREELSHMKRLPPLPGRPYDLAATVATDLESGGAGAACSSNNPALLARRETEEFNDLLDLDFILSNSLTHQESVAATVTTSASASSSSSPASSGPASAPSTCSFSYPIRAGGDPGVAASNTGGGLLYSRESAPPPTAPFNLADINDVSPSGGFVAELLRPELDPVYIPPQQPQPPGGGLMGKFVLKASLTTPGSEYSSPSVISVSKGSPDGSHPVVVAPYSGGPPRMCPKIKQEAVPSCTVSRSLEAHLSAGPQLSN.... Result: 0 (no interaction). (2) The miRNA is hsa-miR-30e-5p with sequence UGUAAACAUCCUUGACUGGAAG. The protein sequence of the target gene is MVPSAGQLALFALGIVLAACQALENSTSPLSADPPVAAAVVSHFNDCPDSHTQFCFHGTCRFLVQEDKPACVCHSGYVGARCEHADLLAVVAASQKKQAITALVVVSIVALAVLIITCVLIHCCQVRKHCEWCRALICRHEKPSALLKGRTACCHSETVV. Result: 1 (interaction). (3) The miRNA is hsa-miR-6783-5p with sequence UAGGGGAAAAGUCCUGAUCCGG. The protein sequence of the target gene is MATSASSHLNKGIKQMYMSLPQGEKVQAMYIWVDGTGEGLRCKTRTLDCEPKCVEELPEWNFDGSSTFQSEGSNSDMYLHPVAMFRDPFRKDPNKLVLCEVFKYNRKPAETNLRHICKRIMDMVSNQHPWFGMEQEYTLMGTDGHPFGWPSNGFPGPQGPYYCGVGADKAYGRDIVEAHYRACLYAGVKITGTNAEVMPAQWEFQIGPCEGIRMGDHLWIARFILHRVCEDFGVIATFDPKPIPGNWNGAGCHTNFSTKAMREENGLKCIEEAIDKLSKRHQYHIRAYDPKGGLDNARRL.... Result: 0 (no interaction). (4) The miRNA is hsa-miR-598-5p with sequence GCGGUGAUCCCGAUGGUGUGAGC. The protein sequence of the target gene is MQLCARAWGLRLGRGAGGGHRLARGTGLSWAQRSRDSSGGGGGGGGGDRGAAGASRLLERLLPRHDDFSRRHIGPGDKDRREMLQALGLASIDELIEKTVPASIRLKRPLKMEDPICENEILETLHAIASKNQIWRSYIGMGYYNCSVPQTILRNLLENSGWVTQYTPYQPEVSQGRLESLLNYQTMVSDITGLDMANASLLDEATAAAEAMQLCHRHNKRKKFFVDPRCHPQTIAVVQTRAKYRGVLVELKLPHEMDFSGKDVCGVLFQYPDTEGKVEDFTELVDRAHQTGSLTCCATD.... Result: 0 (no interaction). (5) The miRNA is hsa-miR-6881-3p with sequence AUCCUCUUUCGUCCUUCCCACU. The protein sequence of the target gene is MAVSTVFSTSSLMLALSRHSLLSPLLSVTSFRRFYRGDSPTDSQKDMIEIPLPPWQERTDESIETKRARLLYESRKRGMLENCILLSLFAKEHLQHMTEKQLNLYDRLINEPSNDWDIYYWATEAKPAPEIFENEVMALLRDFAKNKNKEQRLRAPDLEYLFEKPR. Result: 1 (interaction). (6) The miRNA is hsa-miR-4698 with sequence UCAAAAUGUAGAGGAAGACCCCA. The protein sequence of the target gene is MAVLPGPLQLLGVLLTISLSSIRLIQAGAYYGIKPLPPQIPPQMPPQIPQYQPLGQQVPHMPLAKDGLAMGKEMPHLQYGKEYPHLPQYMKEIQPAPRMGKEAVPKKGKEIPLASLRGEQGPRGEPGPRGPPGPPGLPGHGIPGIKGKPGPQGYPGVGKPGMPGMPGKPGAMGMPGAKGEIGQKGEIGPMGIPGPQGPPGPHGLPGIGKPGGPGLPGQPGPKGDRGPKGLPGPQGLRGPKGDKGFGMPGAPGVKGPPGMHGPPGPVGLPGVGKPGVTGFPGPQGPLGKPGAPGEPGPQGP.... Result: 0 (no interaction). (7) The miRNA is mmu-miR-3076-5p with sequence CACAGGGGAAGCUCAGUGCCAGCC. The protein sequence of the target gene is MDTSCVHMLLSLLALLQLVAAGSSPGPDAIPRGCPSHCHCELDGRMLLRVDCSDLGLSELPSNLSVFTSYLDLSMNNISQLPASLLHRLCFLEELRLAGNALTHIPKGAFTGLHSLKVLMLQNNQLRQVPEEALQNLRSLQSLRLDANHISYVPPSCFSGLHSLRHLWLDDNALTDVPVQAFRSLSALQAMTLALNKIHHIADYAFGNLSSLVVLHLHNNRIHSLGKKCFDGLHSLETLDLNYNNLDEFPTAIKTLSNLKELGFHSNNIRSIPERAFVGNPSLITIHFYDNPIQFVGVSA.... Result: 1 (interaction). (8) The miRNA is mmu-miR-124-3p with sequence UAAGGCACGCGGUGAAUGCC. The protein sequence of the target gene is MSAPPPLQIREANAHLAAVHRRAAELERRLLAAERTIGAQAERLACHDQHLRAALDELGRAKDREISALQEQLLSSEATVRSLQAAVDQRDQMIQQLQPRADLLQDITRHRPPLAALLATLEEAEELGPLPASHSHRAQLLPDGPGPPLGNNMGKEEGQDDQDDQQPAVFGTTV. Result: 1 (interaction).